From a dataset of Forward reaction prediction with 1.9M reactions from USPTO patents (1976-2016). Predict the product of the given reaction. (1) The product is: [OH:1][C:2]1[C:3]([CH3:18])=[C:4]2[C:9](=[C:10]([CH3:13])[C:11]=1[CH3:12])[O:8][C:7]([CH3:17])([C:14]([NH:40][CH2:39][CH2:38][CH2:37][N:34]1[CH2:35][CH2:36][O:31][CH2:32][CH2:33]1)=[O:16])[CH2:6][CH2:5]2. Given the reactants [OH:1][C:2]1[C:3]([CH3:18])=[C:4]2[C:9](=[C:10]([CH3:13])[C:11]=1[CH3:12])[O:8][C:7]([CH3:17])([C:14]([OH:16])=O)[CH2:6][CH2:5]2.C1N=CN(C(N2C=NC=C2)=O)C=1.[O:31]1[CH2:36][CH2:35][N:34]([CH2:37][CH2:38][CH2:39][NH2:40])[CH2:33][CH2:32]1, predict the reaction product. (2) Given the reactants Cl.[NH2:2][CH2:3][CH2:4][C:5]1[CH:14]=[CH:13][C:12]([OH:15])=[C:11]2[C:6]=1[CH:7]=[CH:8][C:9](=[O:16])[NH:10]2.[CH3:17][O:18][CH:19]([O:22][CH3:23])[CH:20]=O.C([BH3-])#N.[Na+].C(=O)([O-])O.[Na+].Cl[C:34]([O:36][CH2:37][C:38]1[CH:43]=[CH:42][CH:41]=[CH:40][CH:39]=1)=[O:35], predict the reaction product. The product is: [CH3:23][O:22][CH:19]([O:18][CH3:17])[CH2:20][N:2]([CH2:3][CH2:4][C:5]1[CH:14]=[CH:13][C:12]([OH:15])=[C:11]2[C:6]=1[CH:7]=[CH:8][C:9](=[O:16])[NH:10]2)[C:34](=[O:35])[O:36][CH2:37][C:38]1[CH:43]=[CH:42][CH:41]=[CH:40][CH:39]=1.